This data is from Reaction yield outcomes from USPTO patents with 853,638 reactions. The task is: Predict the reaction yield, written as a fraction of the theoretical maximum amount of product (1.0 means a 100% yield; for example, 0.34 means a 34% yield). (1) The product is [ClH:38].[F:1][C:2]1[CH:33]=[CH:32][C:5]([C:6]([N:8]([CH3:31])[CH:9]2[CH2:14][CH2:13][N:12]([C:15]3[C:24]4[C:19](=[CH:20][CH:21]=[CH:22][CH:23]=4)[C:18]([C:25]4[N:29]([CH3:30])[N:28]=[CH:27][CH:26]=4)=[N:17][N:16]=3)[CH2:11][CH2:10]2)=[O:7])=[C:4]([C:34]([F:36])([F:37])[F:35])[CH:3]=1. The catalyst is ClCCl. The yield is 0.920. The reactants are [F:1][C:2]1[CH:33]=[CH:32][C:5]([C:6]([N:8]([CH3:31])[CH:9]2[CH2:14][CH2:13][N:12]([C:15]3[C:24]4[C:19](=[CH:20][CH:21]=[CH:22][CH:23]=4)[C:18]([C:25]4[N:29]([CH3:30])[N:28]=[CH:27][CH:26]=4)=[N:17][N:16]=3)[CH2:11][CH2:10]2)=[O:7])=[C:4]([C:34]([F:37])([F:36])[F:35])[CH:3]=1.[ClH:38].C(OCC)C. (2) The reactants are [CH3:1][C:2]1[CH:20]=[C:19]([O:21][Si:22]([CH:29]([CH3:31])[CH3:30])([CH:26]([CH3:28])[CH3:27])[CH:23]([CH3:25])[CH3:24])[CH:18]=[C:17]([CH3:32])[C:3]=1[CH2:4][C:5]1[CH:6]=[C:7]([O:15]C)[C:8]([O:13][CH3:14])=[C:9]([CH:12]=1)C=O.C1C=C(Cl)C=C([C:40](OO)=[O:41])C=1.C(=O)(O)[O-].[Na+]. The catalyst is ClCCl. The product is [CH3:32][C:17]1[CH:18]=[C:19]([O:21][Si:22]([CH:26]([CH3:27])[CH3:28])([CH:23]([CH3:24])[CH3:25])[CH:29]([CH3:30])[CH3:31])[CH:20]=[C:2]([CH3:1])[C:3]=1[CH2:4][C:5]1[CH:12]=[CH:9][C:8]([O:13][CH2:14][O:41][CH3:40])=[C:7]([OH:15])[CH:6]=1. The yield is 0.420. (3) The reactants are [Cl:1][C:2]1[C:3]([O:21][CH3:22])=[CH:4][CH:5]=[C:6]2[C:11]=1[N:10]=[C:9]([C:12]1[S:13][CH:14]=[C:15]([CH:17]([CH3:19])[CH3:18])[N:16]=1)[CH:8]=[C:7]2O.O=P(Cl)(Cl)[Cl:25]. No catalyst specified. The product is [Cl:25][C:7]1[C:6]2[C:11](=[C:2]([Cl:1])[C:3]([O:21][CH3:22])=[CH:4][CH:5]=2)[N:10]=[C:9]([C:12]2[S:13][CH:14]=[C:15]([CH:17]([CH3:19])[CH3:18])[N:16]=2)[CH:8]=1. The yield is 0.970. (4) The catalyst is O1CCOCC1.C1C=CC(/C=C/C(/C=C/C2C=CC=CC=2)=O)=CC=1.C1C=CC(/C=C/C(/C=C/C2C=CC=CC=2)=O)=CC=1.[Pd]. The reactants are Cl[C:2]1[CH:7]=[CH:6][C:5]([C:8]2([C:14]#[N:15])[CH2:13][CH2:12][O:11][CH2:10][CH2:9]2)=[CH:4][CH:3]=1.C1(P(C2CCCCC2)C2CCCCC2)CCCCC1.[B:35]1([B:35]2[O:39][C:38]([CH3:41])([CH3:40])[C:37]([CH3:43])([CH3:42])[O:36]2)[O:39][C:38]([CH3:41])([CH3:40])[C:37]([CH3:43])([CH3:42])[O:36]1.CC([O-])=O.[K+]. The yield is 0.810. The product is [CH3:42][C:37]1([CH3:43])[C:38]([CH3:41])([CH3:40])[O:39][B:35]([C:2]2[CH:7]=[CH:6][C:5]([C:8]3([C:14]#[N:15])[CH2:13][CH2:12][O:11][CH2:10][CH2:9]3)=[CH:4][CH:3]=2)[O:36]1. (5) The reactants are F[C:2](F)(F)[C:3]1([C:7]2[O:11][N:10]=[C:9]([NH2:12])[CH:8]=2)[CH2:6]C[CH2:4]1.[CH3:15][C:16]1([CH3:33])[C:20]([CH3:22])([CH3:21])[O:19][B:18]([C:23]2[CH:28]=[CH:27][C:26]([CH2:29][C:30](O)=[O:31])=[CH:25][CH:24]=2)[O:17]1.BrC1C=CC(CC(O)=[O:43])=CC=1. No catalyst specified. The product is [CH3:2][C:3]1([C:7]2[O:11][N:10]=[C:9]([NH:12][C:30](=[O:31])[CH2:29][C:26]3[CH:25]=[CH:24][C:23]([B:18]4[O:17][C:16]([CH3:15])([CH3:33])[C:20]([CH3:22])([CH3:21])[O:19]4)=[CH:28][CH:27]=3)[CH:8]=2)[CH2:4][O:43][CH2:6]1. The yield is 0.430.